From a dataset of Reaction yield outcomes from USPTO patents with 853,638 reactions. Predict the reaction yield, written as a fraction of the theoretical maximum amount of product (1.0 means a 100% yield; for example, 0.34 means a 34% yield). The reactants are [F:1][C:2]1[CH:7]=[CH:6][C:5]([C@@H:8]2[CH2:13][C:12](=[O:14])[CH:11]=[CH:10][NH:9]2)=[CH:4][CH:3]=1.[Li]CCCC.CCCCCC.[Br:26][C:27]1[CH:32]=[C:31]([F:33])[C:30]([O:34][CH2:35][CH2:36][O:37][Si:38]([C:41]([CH3:44])([CH3:43])[CH3:42])([CH3:40])[CH3:39])=[CH:29][C:28]=1[CH:45]([C:80](=[O:82])C)C(C)(C)C(OC(=O)C(C)(C)[CH:45]([C:80](=[O:82])C)[C:28]1[CH:29]=[C:30]([O:34][CH2:35][CH2:36][O:37][Si:38]([CH3:39])([CH3:40])[C:41]([CH3:42])([CH3:43])[CH3:44])[C:31]([F:33])=[CH:32][C:27]=1[Br:26])=O.[Cl-].[NH4+]. The catalyst is C1COCC1. The product is [Br:26][C:27]1[CH:32]=[C:31]([F:33])[C:30]([O:34][CH2:35][CH2:36][O:37][Si:38]([C:41]([CH3:42])([CH3:43])[CH3:44])([CH3:39])[CH3:40])=[CH:29][C:28]=1[CH2:45][C:80]([N:9]1[CH:10]=[CH:11][C:12](=[O:14])[CH2:13][CH:8]1[C:5]1[CH:6]=[CH:7][C:2]([F:1])=[CH:3][CH:4]=1)=[O:82]. The yield is 0.500.